Dataset: Forward reaction prediction with 1.9M reactions from USPTO patents (1976-2016). Task: Predict the product of the given reaction. Given the reactants [CH2:1]([Si:4]([Cl:7])(Cl)Cl)[CH:2]=[CH2:3].N12CCCN=C1CCCCC2.[CH3:19][O:20][C:21]([CH3:32])([C@H:23]([OH:31])[C@@H:24]([OH:30])[C:25]([O:28][CH3:29])([CH3:27])[CH3:26])[CH3:22], predict the reaction product. The product is: [CH2:1]([Si:4]1([Cl:7])[O:30][C@@H:24]([C:25]([O:28][CH3:29])([CH3:26])[CH3:27])[C@H:23]([C:21]([CH3:32])([O:20][CH3:19])[CH3:22])[O:31]1)[CH:2]=[CH2:3].